The task is: Predict which catalyst facilitates the given reaction.. This data is from Catalyst prediction with 721,799 reactions and 888 catalyst types from USPTO. (1) Reactant: [Cl:1][C:2]1[CH:10]=[CH:9][CH:8]=[CH:7][C:3]=1[C:4]([OH:6])=[O:5].CN(CCN(C)C)C.[Li]C(CC)C.C1CCCCC1.[CH3:30][Si:31](Cl)([CH3:33])[CH3:32].C(O)(=O)CC(CC(O)=O)(C(O)=O)O. Product: [Cl:1][C:2]1[CH:10]=[CH:9][CH:8]=[C:7]([Si:31]([CH3:33])([CH3:32])[CH3:30])[C:3]=1[C:4]([OH:6])=[O:5]. The catalyst class is: 1. (2) Reactant: [CH:1]1([NH:6][C:7]2[CH:8]=[C:9]([CH2:24][S:25]([CH3:28])(=[O:27])=[O:26])[CH:10]=[C:11]3[C:15]=2[NH:14][C:13]([C:16]2[S:17][CH2:18][C@@H:19]([CH2:21][CH2:22]O)[N:20]=2)=[CH:12]3)[CH2:5][CH2:4][CH2:3][CH2:2]1.[I:29]I.C1(P(C2C=CC=CC=2)C2C=CC=CC=2)C=CC=CC=1.N1C=CN=C1. Product: [CH:1]1([NH:6][C:7]2[CH:8]=[C:9]([CH2:24][S:25]([CH3:28])(=[O:27])=[O:26])[CH:10]=[C:11]3[C:15]=2[NH:14][C:13]([C:16]2[S:17][CH2:18][C@@H:19]([CH2:21][CH2:22][I:29])[N:20]=2)=[CH:12]3)[CH2:5][CH2:4][CH2:3][CH2:2]1. The catalyst class is: 7. (3) Reactant: O[CH2:2][C:3]1[CH:4]=[C:5]([CH2:9][C:10]#[N:11])[CH:6]=[CH:7][CH:8]=1.C(Br)(Br)(Br)[Br:13].C1C=CC(P(C2C=CC=CC=2)C2C=CC=CC=2)=CC=1. Product: [Br:13][CH2:2][C:3]1[CH:4]=[C:5]([CH2:9][C:10]#[N:11])[CH:6]=[CH:7][CH:8]=1. The catalyst class is: 1.